From a dataset of Full USPTO retrosynthesis dataset with 1.9M reactions from patents (1976-2016). Predict the reactants needed to synthesize the given product. (1) Given the product [C:2]([C:7]1[N:8]=[C:9]([CH2:12][N:13]2[CH:17]=[CH:16][C:15]([NH:18][C:30]([C:26]3[N:27]=[CH:28][O:29][C:25]=3[C:21]3[CH:20]=[C:19]([CH3:33])[CH:24]=[CH:23][CH:22]=3)=[O:31])=[N:14]2)[S:10][CH:11]=1)(=[O:6])[CH3:1], predict the reactants needed to synthesize it. The reactants are: [CH3:1][C:2]1([C:7]2[N:8]=[C:9]([CH2:12][N:13]3[CH:17]=[CH:16][C:15]([NH2:18])=[N:14]3)[S:10][CH:11]=2)[O:6]CCO1.[C:19]1([CH3:33])[CH:24]=[CH:23][CH:22]=[C:21]([C:25]2[O:29][CH:28]=[N:27][C:26]=2[C:30](O)=[O:31])[CH:20]=1. (2) The reactants are: N(C(OCC)=O)=NC(OCC)=O.[C:13]([N:20]1[CH2:25][CH2:24][CH:23]([OH:26])[CH2:22][CH2:21]1)([O:15][C:16]([CH3:19])([CH3:18])[CH3:17])=[O:14].O[N:28]1[C:32](=[O:33])[C:31]2=[CH:34][CH:35]=[CH:36][CH:37]=[C:30]2[C:29]1=[O:38].C1(P(C2C=CC=CC=2)C2C=CC=CC=2)C=CC=CC=1. Given the product [O:38]=[C:29]1[C:30]2[C:31](=[CH:34][CH:35]=[CH:36][CH:37]=2)[C:32](=[O:33])[N:28]1[O:26][CH:23]1[CH2:24][CH2:25][N:20]([C:13]([O:15][C:16]([CH3:19])([CH3:18])[CH3:17])=[O:14])[CH2:21][CH2:22]1, predict the reactants needed to synthesize it. (3) Given the product [Br:10][C:11]1[C:16]([N:3]2[C:2]([CH3:1])=[CH:6][C:5]([CH3:7])=[N:4]2)=[N:15][C:14]([NH:17][C:18]2[CH:23]=[CH:22][C:21]([F:24])=[C:20]([Cl:25])[CH:19]=2)=[N:13][CH:12]=1, predict the reactants needed to synthesize it. The reactants are: [CH3:1][C:2]1[CH:6]=[C:5]([CH3:7])[NH:4][N:3]=1.[H-].[Na+].[Br:10][C:11]1[C:12](S(C)(=O)=O)=[N:13][C:14]([NH:17][C:18]2[CH:23]=[CH:22][C:21]([F:24])=[C:20]([Cl:25])[CH:19]=2)=[N:15][CH:16]=1.O. (4) Given the product [ClH:34].[ClH:34].[CH2:1]([C:3]1[CH:4]=[N:5][C:6]([C:9]2[CH:10]=[C:11]3[C:15](=[CH:16][CH:17]=2)[C@H:14]([N:18]2[CH2:21][C:20]4([CH2:26][CH2:25][NH:24][CH2:23][CH2:22]4)[CH2:19]2)[CH2:13][CH2:12]3)=[N:7][CH:8]=1)[CH3:2], predict the reactants needed to synthesize it. The reactants are: [CH2:1]([C:3]1[CH:4]=[N:5][C:6]([C:9]2[CH:10]=[C:11]3[C:15](=[CH:16][CH:17]=2)[C@H:14]([N:18]2[CH2:21][C:20]4([CH2:26][CH2:25][N:24](C(OC(C)(C)C)=O)[CH2:23][CH2:22]4)[CH2:19]2)[CH2:13][CH2:12]3)=[N:7][CH:8]=1)[CH3:2].[ClH:34].CO. (5) Given the product [Br:10][C:8]1[C:7]([O:11][CH3:12])=[N:6][CH:5]=[C:4]([CH:9]=1)[C:3]([OH:13])=[O:2], predict the reactants needed to synthesize it. The reactants are: C[O:2][C:3](=[O:13])[C:4]1[CH:9]=[C:8]([Br:10])[C:7]([O:11][CH3:12])=[N:6][CH:5]=1.[OH-].[Li+].CO. (6) Given the product [CH2:1]([O:8][C:9]([N:11]1[CH2:15][CH2:14][CH2:13][C@H:12]1[C:16]1[NH:17][C:18]2[CH:24]=[C:23]([C:35]3[CH:47]=[CH:46][CH:45]=[C:37]([CH2:38][NH:39][C:40]([CH:42]4[CH2:44][CH2:43]4)=[O:41])[CH:36]=3)[CH:22]=[CH:21][C:19]=2[N:20]=1)=[O:10])[C:2]1[CH:3]=[CH:4][CH:5]=[CH:6][CH:7]=1, predict the reactants needed to synthesize it. The reactants are: [CH2:1]([O:8][C:9]([N:11]1[CH2:15][CH2:14][CH2:13][C@H:12]1[C:16]1[NH:20][C:19]2[CH:21]=[CH:22][C:23](B3OC(C)(C)C(C)(C)O3)=[CH:24][C:18]=2[N:17]=1)=[O:10])[C:2]1[CH:7]=[CH:6][CH:5]=[CH:4][CH:3]=1.Br[C:35]1[CH:36]=[C:37]([CH:45]=[CH:46][CH:47]=1)[CH2:38][NH:39][C:40]([CH:42]1[CH2:44][CH2:43]1)=[O:41].CN(C=O)C. (7) The reactants are: [OH:1][C:2]1[CH:9]=[CH:8][CH:7]=[C:6]([O:10][CH3:11])[C:3]=1[CH:4]=[O:5].C(N(CC)C(C)C)(C)C.[CH3:21][O:22][CH2:23]Cl. Given the product [CH3:11][O:10][C:6]1[C:3]([CH:4]=[O:5])=[C:2]([O:1][CH2:21][O:22][CH3:23])[CH:9]=[CH:8][CH:7]=1, predict the reactants needed to synthesize it. (8) Given the product [Br:1][C:2]1[CH:29]=[CH:28][C:5]([CH2:6][C:7]2[S:8][C:9]([CH3:27])=[C:10]([CH3:26])[C:11]=2[C:12]([C:14]2[CH:19]=[CH:18][C:17]([O:20][S:31]([C:34]3[CH:42]=[CH:41][C:37]([C:38]([OH:40])=[O:39])=[C:36]([OH:43])[CH:35]=3)(=[O:33])=[O:32])=[C:16]([CH:21]3[CH2:25][CH2:24][CH2:23][CH2:22]3)[CH:15]=2)=[O:13])=[CH:4][CH:3]=1, predict the reactants needed to synthesize it. The reactants are: [Br:1][C:2]1[CH:29]=[CH:28][C:5]([CH2:6][C:7]2[S:8][C:9]([CH3:27])=[C:10]([CH3:26])[C:11]=2[C:12]([C:14]2[CH:19]=[CH:18][C:17]([OH:20])=[C:16]([CH:21]3[CH2:25][CH2:24][CH2:23][CH2:22]3)[CH:15]=2)=[O:13])=[CH:4][CH:3]=1.Cl[S:31]([C:34]1[CH:42]=[CH:41][C:37]([C:38]([OH:40])=[O:39])=[C:36]([OH:43])[CH:35]=1)(=[O:33])=[O:32]. (9) Given the product [CH:32]1([NH:33][C:15]([C:7]2[C:8]3[C:9](=[N:10][C:11]([NH2:20])=[CH:12][CH:13]=3)[N:5]([C:1]([CH3:2])([CH3:3])[CH3:4])[N:6]=2)=[O:17])[CH2:30][CH2:31]1, predict the reactants needed to synthesize it. The reactants are: [C:1]([N:5]1[C:9]2=[N:10][C:11](F)=[CH:12][CH:13]=[C:8]2[C:7]([C:15]([OH:17])=O)=[N:6]1)([CH3:4])([CH3:3])[CH3:2].C([N:20](CC)CC)C.CCN=C=N[CH2:30][CH2:31][CH2:32][N:33](C)C.Cl.C1C=NC2N(O)N=NC=2C=1.C1(N)CC1. (10) Given the product [OH:15][CH:13]([C:3]1[O:4][C:5](=[O:12])[C:6]2[C:11]([C:2]=1[C:18]1[CH:17]=[C:16]([CH3:25])[CH:21]=[CH:20][CH:19]=1)=[CH:10][CH:9]=[CH:8][CH:7]=2)[CH3:14], predict the reactants needed to synthesize it. The reactants are: Br[C:2]1[C:11]2[C:6](=[CH:7][CH:8]=[CH:9][CH:10]=2)[C:5](=[O:12])[O:4][C:3]=1[CH:13]([OH:15])[CH3:14].[C:16]1([CH3:25])[CH:21]=[CH:20][CH:19]=[C:18](B(O)O)[CH:17]=1.C([O-])([O-])=O.[Cs+].[Cs+].